Dataset: Forward reaction prediction with 1.9M reactions from USPTO patents (1976-2016). Task: Predict the product of the given reaction. (1) Given the reactants C([O-])=O.[NH4+].[C:5]1([CH2:11][CH2:12][NH:13][C:14](=[O:35])[C:15]2[CH:20]=[CH:19][C:18]([CH3:21])=[C:17]([NH:22][C:23](=[O:34])[C:24]3[CH:29]=[CH:28][C:27]([O:30][CH3:31])=[C:26]([O:32][CH3:33])[CH:25]=3)[CH:16]=2)[CH2:10][CH2:9][CH2:8][CH2:7][CH:6]=1, predict the reaction product. The product is: [CH:5]1([CH2:11][CH2:12][NH:13][C:14](=[O:35])[C:15]2[CH:20]=[CH:19][C:18]([CH3:21])=[C:17]([NH:22][C:23](=[O:34])[C:24]3[CH:29]=[CH:28][C:27]([O:30][CH3:31])=[C:26]([O:32][CH3:33])[CH:25]=3)[CH:16]=2)[CH2:10][CH2:9][CH2:8][CH2:7][CH2:6]1. (2) The product is: [C:52]([O:55][CH2:56][C:57]([N:39]1[CH2:38][CH2:37][CH:36]([N:33]2[CH2:34][CH2:35][CH:30]([C:28]3[O:27][N:26]=[C:25]([N:23]4[C:24]5[C:20](=[CH:19][CH:18]=[C:17]([O:45][CH3:46])[C:16]=5[F:15])[C:21]([CH:42]([CH3:44])[CH3:43])=[N:22]4)[N:29]=3)[CH2:31][CH2:32]2)[CH2:41][CH2:40]1)=[O:58])(=[O:54])[CH3:53]. Given the reactants FC(F)(F)C(O)=O.FC(F)(F)C(O)=O.[F:15][C:16]1[C:17]([O:45][CH3:46])=[CH:18][CH:19]=[C:20]2[C:24]=1[N:23]([C:25]1[N:29]=[C:28]([CH:30]3[CH2:35][CH2:34][N:33]([CH:36]4[CH2:41][CH2:40][NH:39][CH2:38][CH2:37]4)[CH2:32][CH2:31]3)[O:27][N:26]=1)[N:22]=[C:21]2[CH:42]([CH3:44])[CH3:43].C(=O)(O)[O-].[Na+].[C:52]([O:55][CH2:56][C:57](Cl)=[O:58])(=[O:54])[CH3:53], predict the reaction product. (3) The product is: [CH:26]1([CH2:25][N:5]2[C:4]3[C:3]([C:29]#[N:30])=[C:2]([N:96]=[C:83]([C:84]4[CH:89]=[CH:88][CH:87]=[CH:86][CH:85]=4)[C:90]4[CH:95]=[CH:94][CH:93]=[CH:92][CH:91]=4)[N:11]=[CH:10][C:9]=3[CH2:8][N:7]([C:12]3[C:13]([F:23])=[C:14]([O:21][CH3:22])[CH:15]=[C:16]([O:19][CH3:20])[C:17]=3[F:18])[C:6]2=[O:24])[CH2:27][CH2:28]1. Given the reactants Cl[C:2]1[N:11]=[CH:10][C:9]2[CH2:8][N:7]([C:12]3[C:17]([F:18])=[C:16]([O:19][CH3:20])[CH:15]=[C:14]([O:21][CH3:22])[C:13]=3[F:23])[C:6](=[O:24])[N:5]([CH2:25][CH:26]3[CH2:28][CH2:27]3)[C:4]=2[C:3]=1[C:29]#[N:30].C1C=CC(P(C2C=CC3C(=CC=CC=3)C=2C2C3C(=CC=CC=3)C=CC=2P(C2C=CC=CC=2)C2C=CC=CC=2)C2C=CC=CC=2)=CC=1.CC(C)([O-])C.[Na+].[C:83](=[NH:96])([C:90]1[CH:95]=[CH:94][CH:93]=[CH:92][CH:91]=1)[C:84]1[CH:89]=[CH:88][CH:87]=[CH:86][CH:85]=1, predict the reaction product.